Dataset: Reaction yield outcomes from USPTO patents with 853,638 reactions. Task: Predict the reaction yield, written as a fraction of the theoretical maximum amount of product (1.0 means a 100% yield; for example, 0.34 means a 34% yield). (1) The reactants are [O:1]1[CH:5]=[CH:4][CH:3]=[C:2]1/[CH:6]=[CH:7]/[C:8]([OH:10])=O.C(N(CC)CC)C.C1(P([N:32]=[N+:33]=[N-:34])(C2C=CC=CC=2)=O)C=CC=CC=1.C(=O)([O-])O.[Na+]. The catalyst is O1CCCC1.C(OCC)(=O)C. The product is [O:1]1[CH:5]=[CH:4][CH:3]=[C:2]1/[CH:6]=[CH:7]/[C:8]([N:32]=[N+:33]=[N-:34])=[O:10]. The yield is 0.740. (2) The reactants are [F:1][C:2]1[C:10]2[C:5](=[CH:6][CH:7]=[C:8](B3OC(C)(C)C(C)(C)O3)[CH:9]=2)[NH:4][C:3]=1[C:20]1[CH:25]=[CH:24][CH:23]=[CH:22][C:21]=1[O:26][CH3:27].FC(F)(F)S(O[C:34]1[CH2:35][CH2:36][N:37]([CH2:40][CH2:41][N:42]([C:44]([O:46][C:47]([CH3:50])([CH3:49])[CH3:48])=[O:45])[CH3:43])[CH2:38][CH:39]=1)(=O)=O.C(=O)([O-])[O-].[Cs+].[Cs+]. The catalyst is CN(C=O)C.C1C=CC(P(C2C=CC=CC=2)[C-]2C=CC=C2)=CC=1.C1C=CC(P(C2C=CC=CC=2)[C-]2C=CC=C2)=CC=1.Cl[Pd]Cl.[Fe+2]. The product is [F:1][C:2]1[C:10]2[C:5](=[CH:6][CH:7]=[C:8]([C:34]3[CH2:39][CH2:38][N:37]([CH2:40][CH2:41][N:42]([CH3:43])[C:44](=[O:45])[O:46][C:47]([CH3:48])([CH3:49])[CH3:50])[CH2:36][CH:35]=3)[CH:9]=2)[NH:4][C:3]=1[C:20]1[CH:25]=[CH:24][CH:23]=[CH:22][C:21]=1[O:26][CH3:27]. The yield is 0.790. (3) The reactants are [C:1]1(B(O)O)[CH:6]=[CH:5][CH:4]=[CH:3][CH:2]=1.Br[C:11]1[CH:20]=[CH:19][C:18]2[C:13](=[CH:14][CH:15]=[C:16]([Br:21])[CH:17]=2)[CH:12]=1.C(COC)OC.C(=O)([O-])[O-].[Na+].[Na+]. The catalyst is [Pd].C1(P(C2C=CC=CC=2)C2C=CC=CC=2)C=CC=CC=1.C1(P(C2C=CC=CC=2)C2C=CC=CC=2)C=CC=CC=1.C1(P(C2C=CC=CC=2)C2C=CC=CC=2)C=CC=CC=1.C1(P(C2C=CC=CC=2)C2C=CC=CC=2)C=CC=CC=1.O.C1(C)C=CC=CC=1. The product is [Br:21][C:16]1[CH:15]=[CH:14][C:13]2[C:18](=[CH:19][CH:20]=[C:11]([C:1]3[CH:6]=[CH:5][CH:4]=[CH:3][CH:2]=3)[CH:12]=2)[CH:17]=1. The yield is 0.360. (4) The reactants are Br[C:2]1[N:3]=[C:4]([CH2:7][CH3:8])[NH:5][CH:6]=1.[F:9][C:10]1[CH:15]=[CH:14][C:13](B(O)O)=[CH:12][C:11]=1[CH3:19].C([O-])([O-])=O.[Na+].[Na+]. The catalyst is C1(C)C=CC=CC=1.C1C=CC([P]([Pd]([P](C2C=CC=CC=2)(C2C=CC=CC=2)C2C=CC=CC=2)([P](C2C=CC=CC=2)(C2C=CC=CC=2)C2C=CC=CC=2)[P](C2C=CC=CC=2)(C2C=CC=CC=2)C2C=CC=CC=2)(C2C=CC=CC=2)C2C=CC=CC=2)=CC=1. The product is [CH2:7]([C:4]1[NH:5][CH:6]=[C:2]([C:13]2[CH:14]=[CH:15][C:10]([F:9])=[C:11]([CH3:19])[CH:12]=2)[N:3]=1)[CH3:8]. The yield is 0.810.